Dataset: Reaction yield outcomes from USPTO patents with 853,638 reactions. Task: Predict the reaction yield, written as a fraction of the theoretical maximum amount of product (1.0 means a 100% yield; for example, 0.34 means a 34% yield). (1) The reactants are C[N:2](C)[CH:3]=[CH:4][C:5]([C:7]1[C:12](=[O:13])[CH:11]=[CH:10][N:9]([C:14]2[CH:19]=[CH:18][CH:17]=[C:16]([C:20]([F:23])([F:22])[F:21])[CH:15]=2)[N:8]=1)=O.Cl.[CH3:26][CH:27]([CH3:31])[CH2:28][NH:29]N.CCN(CC)CC. The catalyst is C(O)C.Cl. The product is [CH3:26][CH:27]([CH3:31])[CH2:28][N:29]1[C:5]([C:7]2[C:12](=[O:13])[CH:11]=[CH:10][N:9]([C:14]3[CH:19]=[CH:18][CH:17]=[C:16]([C:20]([F:23])([F:22])[F:21])[CH:15]=3)[N:8]=2)=[CH:4][CH:3]=[N:2]1. The yield is 0.540. (2) The reactants are [Cl:1][C:2]1[CH:3]=[C:4]([C:8]2[C:12]([C:13](O)=[O:14])=[C:11]([CH3:16])[O:10][N:9]=2)[CH:5]=[CH:6][CH:7]=1.C(N(CC)CC)C.C(OC(Cl)=O)C.[BH4-].[Na+]. The catalyst is C1COCC1.O.[OH-].[Na+]. The product is [Cl:1][C:2]1[CH:3]=[C:4]([C:8]2[C:12]([CH2:13][OH:14])=[C:11]([CH3:16])[O:10][N:9]=2)[CH:5]=[CH:6][CH:7]=1. The yield is 0.780.